Task: Predict which catalyst facilitates the given reaction.. Dataset: Catalyst prediction with 721,799 reactions and 888 catalyst types from USPTO (1) Reactant: [H-].[Na+].ClC1C2N=C(CC(F)(F)F)[N:9](Cl)[C:8]=2C=CC=1.[Cl:19][C:20]1[CH:21]=[C:22]2[C:26](=[CH:27][C:28]=1[Cl:29])[NH:25][C:24]([CH2:30][C:31]([F:34])([F:33])[F:32])=C2.BrC[C:37]1[CH:41]=[C:40]([CH3:42])[O:39][N:38]=1.[NH4+].[Cl-]. Product: [Cl:29][C:28]1[C:20]([Cl:19])=[CH:21][C:22]2[N:9]([CH2:8][C:41]3[CH:37]=[N:38][O:39][C:40]=3[CH3:42])[C:24]([CH2:30][C:31]([F:32])([F:33])[F:34])=[N:25][C:26]=2[CH:27]=1. The catalyst class is: 3. (2) Reactant: [CH:1]1(O)[C:10]2[C:5]3[C:6](=[CH:11][CH:12]=[CH:13][C:4]=3[CH2:3][O:2]1)[CH:7]=[CH:8][CH:9]=2.C[Si]([C:19]#[N:20])(C)C.C([O-])(O)=O.[Na+]. Product: [CH:1]1([C:19]#[N:20])[C:10]2[C:5]3[C:6](=[CH:11][CH:12]=[CH:13][C:4]=3[CH2:3][O:2]1)[CH:7]=[CH:8][CH:9]=2. The catalyst class is: 10. (3) Reactant: [OH:1][CH2:2][CH2:3][O:4][C:5]1[N:10]=[CH:9][N:8]=[C:7]([NH:11][S:12](=[O:22])(=[O:21])[NH:13][C:14]2[CH:19]=[CH:18][C:17]([CH3:20])=[CH:16][CH:15]=2)[C:6]=1[C:23]1[CH:28]=[CH:27][C:26]([CH3:29])=[CH:25][CH:24]=1.[H-].[Na+].[Br:32][C:33]1[CH:34]=[N:35][C:36](Cl)=[N:37][CH:38]=1.C(O)(=O)CC(CC(O)=O)(C(O)=O)O. Product: [Br:32][C:33]1[CH:34]=[N:35][C:36]([O:1][CH2:2][CH2:3][O:4][C:5]2[N:10]=[CH:9][N:8]=[C:7]([NH:11][S:12](=[O:21])(=[O:22])[NH:13][C:14]3[CH:15]=[CH:16][C:17]([CH3:20])=[CH:18][CH:19]=3)[C:6]=2[C:23]2[CH:24]=[CH:25][C:26]([CH3:29])=[CH:27][CH:28]=2)=[N:37][CH:38]=1. The catalyst class is: 1. (4) Reactant: [CH2:1]([O:5][CH2:6][CH2:7][O:8][C:9]1[CH:14]=[CH:13][C:12]([C:15]2[CH:16]=[CH:17][C:18]3[N:24]([CH2:25][CH:26]([CH3:28])[CH3:27])[CH2:23][CH2:22][C:21]([C:29]([NH:31][C:32]4[CH:37]=[CH:36][C:35]([S:38][CH2:39][C:40]5[CH:41]=[N:42][CH:43]=[CH:44][CH:45]=5)=[CH:34][CH:33]=4)=[O:30])=[CH:20][C:19]=3[CH:46]=2)=[CH:11][CH:10]=1)[CH2:2][CH2:3][CH3:4].ClC1C=CC=C(C(OO)=[O:55])C=1.S([O-])([O-])(=O)=S.[Na+].[Na+]. Product: [CH2:1]([O:5][CH2:6][CH2:7][O:8][C:9]1[CH:10]=[CH:11][C:12]([C:15]2[CH:16]=[CH:17][C:18]3[N:24]([CH2:25][CH:26]([CH3:27])[CH3:28])[CH2:23][CH2:22][C:21]([C:29]([NH:31][C:32]4[CH:33]=[CH:34][C:35]([S:38]([CH2:39][C:40]5[CH:41]=[N:42][CH:43]=[CH:44][CH:45]=5)=[O:55])=[CH:36][CH:37]=4)=[O:30])=[CH:20][C:19]=3[CH:46]=2)=[CH:13][CH:14]=1)[CH2:2][CH2:3][CH3:4]. The catalyst class is: 2. (5) Reactant: [CH3:1][NH:2][S:3]([CH3:6])(=[O:5])=[O:4].C(#N)C.[F:10][C:11]1[CH:16]=[CH:15][C:14]([C:17]2[C:22]([C:23]([O:25][CH3:26])=[O:24])=[C:21]([CH:27]([CH3:29])[CH3:28])[N:20]=[C:19](OS(C3C=CC(C)=CC=3)(=O)=O)[N:18]=2)=[CH:13][CH:12]=1. Product: [F:10][C:11]1[CH:12]=[CH:13][C:14]([C:17]2[C:22]([C:23]([O:25][CH3:26])=[O:24])=[C:21]([CH:27]([CH3:29])[CH3:28])[N:20]=[C:19]([N:2]([CH3:1])[S:3]([CH3:6])(=[O:5])=[O:4])[N:18]=2)=[CH:15][CH:16]=1. The catalyst class is: 6. (6) Product: [CH3:56][O:55][C:53](=[O:54])[CH2:52][O:44][C:9]1[C:8]([C:4]2[CH:5]=[CH:6][CH:7]=[C:2]([Cl:1])[CH:3]=2)=[CH:13][C:12]([C:14](=[O:36])[NH:15][CH2:16][CH2:17][CH2:18][CH2:19][CH2:20][CH2:21][O:22][C:23](=[O:35])[NH:24][C:25]2[C:34]3[C:29](=[CH:30][CH:31]=[CH:32][CH:33]=3)[CH:28]=[CH:27][CH:26]=2)=[CH:11][C:10]=1[C:37]1[CH:42]=[CH:41][CH:40]=[C:39]([Cl:43])[CH:38]=1. Reactant: [Cl:1][C:2]1[CH:3]=[C:4]([C:8]2[CH:13]=[C:12]([C:14](=[O:36])[NH:15][CH2:16][CH2:17][CH2:18][CH2:19][CH2:20][CH2:21][O:22][C:23](=[O:35])[NH:24][C:25]3[C:34]4[C:29](=[CH:30][CH:31]=[CH:32][CH:33]=4)[CH:28]=[CH:27][CH:26]=3)[CH:11]=[C:10]([C:37]3[CH:42]=[CH:41][CH:40]=[C:39]([Cl:43])[CH:38]=3)[C:9]=2[OH:44])[CH:5]=[CH:6][CH:7]=1.C([O-])([O-])=O.[K+].[K+].Br[CH2:52][C:53]([O:55][CH3:56])=[O:54]. The catalyst class is: 3. (7) Reactant: Cl.[NH:2]1[CH2:5][CH:4]([NH:6][C:7]2[C:16]3[C:11](=[CH:12][CH:13]=[CH:14][CH:15]=3)[N:10]([CH2:17][C:18]3[CH:23]=[CH:22][C:21]([F:24])=[CH:20][CH:19]=3)[C:9](=[O:25])[C:8]=2[C:26]#[N:27])[CH2:3]1.[Cl:28][CH2:29][C:30](Cl)=[O:31].CCN(C(C)C)C(C)C. Product: [Cl:28][CH2:29][C:30]([N:2]1[CH2:5][CH:4]([NH:6][C:7]2[C:16]3[C:11](=[CH:12][CH:13]=[CH:14][CH:15]=3)[N:10]([CH2:17][C:18]3[CH:19]=[CH:20][C:21]([F:24])=[CH:22][CH:23]=3)[C:9](=[O:25])[C:8]=2[C:26]#[N:27])[CH2:3]1)=[O:31]. The catalyst class is: 4. (8) Reactant: [C:1]([C:4]1[CH:13]([C:14]2[CH:21]=[CH:20][C:17]([C:18]#[N:19])=[CH:16][C:15]=2[CH3:22])[C:12]2[C:11](=[O:23])[NH:10][CH:9]=[CH:8][C:7]=2[NH:6][C:5]=1[CH3:24])(=[O:3])[CH3:2].ClCCl.F[B-](F)(F)F.[CH2:33]([O+](CC)CC)[CH3:34].CO. Product: [C:1]([C:4]1[CH:13]([C:14]2[CH:21]=[CH:20][C:17]([C:18]#[N:19])=[CH:16][C:15]=2[CH3:22])[C:12]2[C:7](=[CH:8][CH:9]=[N:10][C:11]=2[O:23][CH2:33][CH3:34])[NH:6][C:5]=1[CH3:24])(=[O:3])[CH3:2]. The catalyst class is: 6. (9) Reactant: [N:1]12[CH2:9][CH2:8][CH:5]([CH2:6][CH2:7]1)[N:4]([C:10]1[CH:11]=[C:12]([C:17]([N+:20]([O-:22])=[O:21])=[CH:18][N:19]=1)[C:13]([O:15]C)=[O:14])[CH2:3][CH2:2]2.[OH-].[Li+].CO.O. Product: [N:1]12[CH2:9][CH2:8][CH:5]([CH2:6][CH2:7]1)[N:4]([C:10]1[CH:11]=[C:12]([C:17]([N+:20]([O-:22])=[O:21])=[CH:18][N:19]=1)[C:13]([OH:15])=[O:14])[CH2:3][CH2:2]2. The catalyst class is: 7. (10) Reactant: [H-].[Na+].[CH3:3][C:4]([C:6]1[CH:11]=[CH:10][CH:9]=[C:8]([Cl:12])[CH:7]=1)=[O:5].[C:13](OCC)(=[O:19])[C:14]([O:16][CH2:17][CH3:18])=[O:15].Cl. Product: [CH2:17]([O:16][C:14](=[O:15])[C:13](=[O:19])[CH2:3][C:4]([C:6]1[CH:11]=[CH:10][CH:9]=[C:8]([Cl:12])[CH:7]=1)=[O:5])[CH3:18]. The catalyst class is: 499.